Dataset: Forward reaction prediction with 1.9M reactions from USPTO patents (1976-2016). Task: Predict the product of the given reaction. (1) Given the reactants [C:1]([O:5][C:6](=[O:23])[N:7]([CH2:12][CH2:13][C:14]1[CH:19]=[CH:18][C:17]([Cl:20])=[C:16]([CH:21]=O)[CH:15]=1)[CH2:8][CH:9]([F:11])[F:10])([CH3:4])([CH3:3])[CH3:2].[CH:24]1([NH2:27])[CH2:26][CH2:25]1.[BH4-].[Na+], predict the reaction product. The product is: [C:1]([O:5][C:6](=[O:23])[N:7]([CH2:12][CH2:13][C:14]1[CH:19]=[CH:18][C:17]([Cl:20])=[C:16]([CH2:21][NH:27][CH:24]2[CH2:26][CH2:25]2)[CH:15]=1)[CH2:8][CH:9]([F:11])[F:10])([CH3:4])([CH3:3])[CH3:2]. (2) Given the reactants [CH:1]1([CH:7]([NH:20][C:21]2[CH:29]=[CH:28][C:24]([C:25](O)=[O:26])=[CH:23][CH:22]=2)[C:8]2[CH:12]=[C:11]([C:13]3[CH:18]=[CH:17][CH:16]=[CH:15][CH:14]=3)[S:10][C:9]=2[CH3:19])[CH2:6][CH2:5][CH2:4][CH2:3][CH2:2]1.Cl.[NH2:31][CH2:32][CH2:33][C:34]([O:36]CC)=[O:35].O.ON1C2C=CC=CC=2N=N1.Cl.C(N=C=NCCCN(C)C)C.Cl.[OH-].[Na+], predict the reaction product. The product is: [CH:1]1([CH:7]([NH:20][C:21]2[CH:22]=[CH:23][C:24]([C:25]([NH:31][CH2:32][CH2:33][C:34]([OH:36])=[O:35])=[O:26])=[CH:28][CH:29]=2)[C:8]2[CH:12]=[C:11]([C:13]3[CH:18]=[CH:17][CH:16]=[CH:15][CH:14]=3)[S:10][C:9]=2[CH3:19])[CH2:6][CH2:5][CH2:4][CH2:3][CH2:2]1. (3) Given the reactants I[C:2]1[C:7]([CH3:8])=[CH:6][C:5]([C:9]2[N:14]=[CH:13][N:12]([CH3:15])[C:11](=[O:16])[CH:10]=2)=[CH:4][C:3]=1[CH3:17].[F:18][C:19]1[CH:20]=[CH:21][C:22](B2OC(C)(C)C(C)(C)O2)=[C:23]2[C:27]=1[C@H:26]([O:28][C:29]1[CH:42]=[CH:41][C:32]3[C@H:33]([CH2:36][C:37]([O:39][CH3:40])=[O:38])[CH2:34][O:35][C:31]=3[CH:30]=1)[CH2:25][CH2:24]2.BrC1C=CC(F)=C2C=1CC[C@H]2OC1C=CC2[C@H](CC(OC)=O)COC=2C=1, predict the reaction product. The product is: [CH3:17][C:3]1[CH:4]=[C:5]([C:9]2[N:14]=[CH:13][N:12]([CH3:15])[C:11](=[O:16])[CH:10]=2)[CH:6]=[C:7]([CH3:8])[C:2]=1[C:22]1[CH:21]=[CH:20][C:19]([F:18])=[C:27]2[C:23]=1[CH2:24][CH2:25][C@H:26]2[O:28][C:29]1[CH:42]=[CH:41][C:32]2[C@H:33]([CH2:36][C:37]([O:39][CH3:40])=[O:38])[CH2:34][O:35][C:31]=2[CH:30]=1. (4) Given the reactants [CH2:1]([N:5]1[C:13]2[C:12](=[O:14])[N:11]([CH3:15])[C:10](Cl)=[N:9][C:8]=2[N:7]=[C:6]1[N:17]1[CH2:22][CH2:21][N:20](C(OC(C)(C)C)=O)[CH2:19][CH2:18]1)[C:2]#[C:3][CH3:4].[OH:30][CH2:31][C:32]([O:34][CH2:35][CH3:36])=[O:33], predict the reaction product. The product is: [CH2:1]([N:5]1[C:13]2[C:12](=[O:14])[N:11]([CH3:15])[C:10]([O:30][CH2:31][C:32]([O:34][CH2:35][CH3:36])=[O:33])=[N:9][C:8]=2[N:7]=[C:6]1[N:17]1[CH2:18][CH2:19][NH:20][CH2:21][CH2:22]1)[C:2]#[C:3][CH3:4]. (5) Given the reactants [CH3:1][O:2][C:3]1[CH:9]=[C:8]([N+:10]([O-:12])=[O:11])[CH:7]=[CH:6][C:4]=1[NH2:5].C(N(C(C)C)CC)(C)C.[Cl:22][CH2:23][C:24](Cl)=[O:25].NC1C=CC=CC=1, predict the reaction product. The product is: [CH3:1][O:2][C:3]1[CH:9]=[C:8]([N+:10]([O-:12])=[O:11])[CH:7]=[CH:6][C:4]=1[NH:5][C:24](=[O:25])[CH2:23][Cl:22]. (6) Given the reactants Cl.[NH2:2][CH:3]1[CH:6]2[S:7][CH2:8][C:9]3[CH:13](O)[O:12][C:11](=[O:15])[C:10]=3[N:5]2[C:4]1=[O:16].[NH2:17][OH:18], predict the reaction product. The product is: [NH2:2][CH:3]1[C:4](=[O:16])[N:5]2[C:10]([C:11]([OH:12])=[O:15])=[C:9]([CH:13]=[N:17][OH:18])[CH2:8][S:7][C@H:6]12. (7) Given the reactants C(C1[N:4]=[C:5]([CH2:8][C:9]#[N:10])[O:6]C=1)C.[CH3:11][N:12]([CH:14](OC)OC)[CH3:13].[C:19]1([CH3:25])[CH:24]=[CH:23]C=CC=1, predict the reaction product. The product is: [CH3:13][N:12]([CH3:11])/[CH:14]=[C:8](\[C:5]1[O:6][CH:23]=[C:24]([CH2:19][CH3:25])[N:4]=1)/[C:9]#[N:10].